This data is from Reaction yield outcomes from USPTO patents with 853,638 reactions. The task is: Predict the reaction yield, written as a fraction of the theoretical maximum amount of product (1.0 means a 100% yield; for example, 0.34 means a 34% yield). (1) The reactants are [N:1]1([C:6]2[CH:7]=[CH:8][C:9]([N+:18]([O-])=O)=[C:10]([N:12]3[CH2:17][CH2:16][CH2:15][CH2:14][CH2:13]3)[CH:11]=2)[CH:5]=[CH:4][N:3]=[CH:2]1. The catalyst is C1COCC1.O. The product is [N:1]1([C:6]2[CH:7]=[CH:8][C:9]([NH2:18])=[C:10]([N:12]3[CH2:17][CH2:16][CH2:15][CH2:14][CH2:13]3)[CH:11]=2)[CH:5]=[CH:4][N:3]=[CH:2]1. The yield is 0.660. (2) The product is [CH3:18][C:17]1[O:19][C:22]([C:24]2[N:29]=[C:28]([N:30]3[CH2:34][CH2:33][CH2:32][CH:31]3[C:35]3[O:39][N:38]=[C:37]([C:40]4[CH:45]=[CH:44][CH:43]=[CH:42][N:41]=4)[CH:36]=3)[N:27]=[C:26]([NH:46][C:47]3[CH:51]=[C:50]([CH3:52])[NH:49][N:48]=3)[CH:25]=2)=[N:21][N:20]=1. The reactants are [OH-].COC(NS([N+](CC)(CC)CC)(=O)=O)=O.[C:17]([NH:20][NH:21][C:22]([C:24]1[N:29]=[C:28]([N:30]2[CH2:34][CH2:33][CH2:32][CH:31]2[C:35]2[O:39][N:38]=[C:37]([C:40]3[CH:45]=[CH:44][CH:43]=[CH:42][N:41]=3)[CH:36]=2)[N:27]=[C:26]([NH:46][CH:47]2[CH:51]=[C:50]([CH3:52])[NH:49][N:48]2C(=O)C)[CH:25]=1)=O)(=[O:19])[CH3:18]. The yield is 0.520. The catalyst is C1COCC1. (3) The reactants are [C:1]([NH:24][CH:25]([CH2:30][CH:31]([CH3:33])[CH3:32])[C:26]([O:28]C)=[O:27])(=[O:23])[CH2:2][CH2:3][CH:4]=[CH:5][CH2:6][CH:7]=[CH:8][CH2:9][CH:10]=[CH:11][CH2:12][CH:13]=[CH:14][CH2:15][CH:16]=[CH:17][CH2:18][CH:19]=[CH:20][CH2:21][CH3:22].[OH-].[Na+].Cl. The catalyst is CO. The product is [C:1]([NH:24][CH:25]([CH2:30][CH:31]([CH3:32])[CH3:33])[C:26]([OH:28])=[O:27])(=[O:23])[CH2:2][CH2:3][CH:4]=[CH:5][CH2:6][CH:7]=[CH:8][CH2:9][CH:10]=[CH:11][CH2:12][CH:13]=[CH:14][CH2:15][CH:16]=[CH:17][CH2:18][CH:19]=[CH:20][CH2:21][CH3:22]. The yield is 0.890. (4) The reactants are [CH:1]1([CH2:4][O:5][NH:6][C:7]([C:9]2[C:24]([NH:25][C:26]3[CH:31]=[CH:30][C:29]([Br:32])=[CH:28][C:27]=3[CH3:33])=[C:23]([F:34])[C:12]3[N:13]=[CH:14][N:15]([CH2:16][CH2:17][CH2:18][CH:19]([OH:22])CO)[C:11]=3[CH:10]=2)=[O:8])[CH2:3][CH2:2]1.C1COCC1.P([O-])([O-])([O-])=O.I([O-])(=O)(=O)=O.[Na+]. The catalyst is C(OCC)(=O)C. The product is [CH:1]1([CH2:4][O:5][NH:6][C:7]([C:9]2[C:24]([NH:25][C:26]3[CH:31]=[CH:30][C:29]([Br:32])=[CH:28][C:27]=3[CH3:33])=[C:23]([F:34])[C:12]3[N:13]=[CH:14][N:15]([CH2:16][CH2:17][CH2:18][CH:19]=[O:22])[C:11]=3[CH:10]=2)=[O:8])[CH2:3][CH2:2]1. The yield is 0.820. (5) The reactants are [CH2:1]([NH2:8])[C:2]1[CH:7]=[CH:6][CH:5]=[CH:4][CH:3]=1.[C:9]([Si:13]([CH3:32])([CH3:31])[O:14][C@H:15]1[C@H:19]2[O:20][CH2:21][C@@H:22](OS(C(F)(F)F)(=O)=O)[C@H:18]2[O:17][CH2:16]1)([CH3:12])([CH3:11])[CH3:10]. No catalyst specified. The product is [CH2:1]([NH:8][C@H:22]1[CH2:21][O:20][C@@H:19]2[C@H:15]([O:14][Si:13]([C:9]([CH3:12])([CH3:11])[CH3:10])([CH3:31])[CH3:32])[CH2:16][O:17][C@H:18]12)[C:2]1[CH:7]=[CH:6][CH:5]=[CH:4][CH:3]=1. The yield is 0.980.